Dataset: CYP3A4 substrate classification data from Carbon-Mangels et al.. Task: Regression/Classification. Given a drug SMILES string, predict its absorption, distribution, metabolism, or excretion properties. Task type varies by dataset: regression for continuous measurements (e.g., permeability, clearance, half-life) or binary classification for categorical outcomes (e.g., BBB penetration, CYP inhibition). Dataset: cyp3a4_substrate_carbonmangels. (1) The molecule is O=C(NC1CCN(CCc2c[nH]c3ccccc23)CC1)c1ccccc1. The result is 0 (non-substrate). (2) The molecule is CC(C)(C)N1CCC(c2ccccc2)(c2ccccc2)CC1. The result is 0 (non-substrate). (3) The molecule is CN(C)CC(Oc1ccccc1)Oc1ccccc1. The result is 1 (substrate).